Dataset: Forward reaction prediction with 1.9M reactions from USPTO patents (1976-2016). Task: Predict the product of the given reaction. (1) Given the reactants Cl[C:2]1[C:7]([C:8]([O:10][CH2:11][CH3:12])=[O:9])=[C:6]([CH3:13])[N:5]=[C:4]([S:14][CH3:15])[N:3]=1.[NH2:16][C:17]1[CH:29]=[CH:28][C:20]([C:21]([O:23][C:24]([CH3:27])([CH3:26])[CH3:25])=[O:22])=[CH:19][CH:18]=1.C(N(CC)C(C)C)(C)C, predict the reaction product. The product is: [C:24]([O:23][C:21]([C:20]1[CH:19]=[CH:18][C:17]([NH:16][C:2]2[C:7]([C:8]([O:10][CH2:11][CH3:12])=[O:9])=[C:6]([CH3:13])[N:5]=[C:4]([S:14][CH3:15])[N:3]=2)=[CH:29][CH:28]=1)=[O:22])([CH3:27])([CH3:25])[CH3:26]. (2) Given the reactants C[O:2][C:3](=[O:32])[CH2:4][CH2:5][CH2:6][CH2:7]/[CH:8]=[C:9](\[CH2:20][O:21][C:22]1[C:31]2[C:26](=[CH:27][CH:28]=[CH:29][CH:30]=2)[CH:25]=[CH:24][CH:23]=1)/[CH2:10][NH:11][CH2:12][CH2:13][N:14]1[CH2:19][CH2:18][O:17][CH2:16][CH2:15]1.O.[OH-].[Li+], predict the reaction product. The product is: [O:17]1[CH2:18][CH2:19][N:14]([CH2:13][CH2:12][NH:11][CH2:10]/[C:9](/[CH2:20][O:21][C:22]2[C:31]3[C:26](=[CH:27][CH:28]=[CH:29][CH:30]=3)[CH:25]=[CH:24][CH:23]=2)=[CH:8]/[CH2:7][CH2:6][CH2:5][CH2:4][C:3]([OH:32])=[O:2])[CH2:15][CH2:16]1. (3) Given the reactants [C:1]([OH:9])(=O)[C:2]1[CH:7]=[CH:6][CH:5]=[N:4][CH:3]=1.C1N=CN(C(N2C=NC=C2)=O)C=1.[K].C(OCC)(=O)[CH2:24][C:25]([O:27][CH2:28][CH3:29])=[O:26].[Mg+2].[Cl-].[Cl-].C(O)(=O)C1C=CC=NC=1.C1N=CN(C(N2C=NC=C2)=O)C=1, predict the reaction product. The product is: [CH2:28]([O:27][C:25](=[O:26])[CH2:24][C:1](=[O:9])[C:2]1[CH:3]=[N:4][CH:5]=[CH:6][CH:7]=1)[CH3:29].